From a dataset of NCI-60 drug combinations with 297,098 pairs across 59 cell lines. Regression. Given two drug SMILES strings and cell line genomic features, predict the synergy score measuring deviation from expected non-interaction effect. (1) Drug 1: C1=CC=C(C=C1)NC(=O)CCCCCCC(=O)NO. Drug 2: C1=CN(C=N1)CC(O)(P(=O)(O)O)P(=O)(O)O. Cell line: HCT116. Synergy scores: CSS=53.7, Synergy_ZIP=-4.12, Synergy_Bliss=-8.04, Synergy_Loewe=-23.9, Synergy_HSA=-4.59. (2) Drug 2: CC1CCCC2(C(O2)CC(NC(=O)CC(C(C(=O)C(C1O)C)(C)C)O)C(=CC3=CSC(=N3)C)C)C. Drug 1: CCC(=C(C1=CC=CC=C1)C2=CC=C(C=C2)OCCN(C)C)C3=CC=CC=C3.C(C(=O)O)C(CC(=O)O)(C(=O)O)O. Cell line: NCIH23. Synergy scores: CSS=56.2, Synergy_ZIP=7.65, Synergy_Bliss=5.75, Synergy_Loewe=-27.9, Synergy_HSA=6.76. (3) Drug 1: C1CN1C2=NC(=NC(=N2)N3CC3)N4CC4. Drug 2: CCC1(C2=C(COC1=O)C(=O)N3CC4=CC5=C(C=CC(=C5CN(C)C)O)N=C4C3=C2)O.Cl. Cell line: UO-31. Synergy scores: CSS=22.7, Synergy_ZIP=-8.94, Synergy_Bliss=-0.677, Synergy_Loewe=-3.96, Synergy_HSA=0.898. (4) Drug 2: C(CCl)NC(=O)N(CCCl)N=O. Cell line: U251. Synergy scores: CSS=47.8, Synergy_ZIP=6.03, Synergy_Bliss=7.74, Synergy_Loewe=-15.9, Synergy_HSA=8.49. Drug 1: COC1=CC(=CC(=C1O)OC)C2C3C(COC3=O)C(C4=CC5=C(C=C24)OCO5)OC6C(C(C7C(O6)COC(O7)C8=CC=CS8)O)O. (5) Drug 1: CC1OCC2C(O1)C(C(C(O2)OC3C4COC(=O)C4C(C5=CC6=C(C=C35)OCO6)C7=CC(=C(C(=C7)OC)O)OC)O)O. Drug 2: C1C(C(OC1N2C=NC3=C(N=C(N=C32)Cl)N)CO)O. Cell line: IGROV1. Synergy scores: CSS=31.4, Synergy_ZIP=2.57, Synergy_Bliss=4.04, Synergy_Loewe=2.35, Synergy_HSA=3.82. (6) Drug 1: C1CCN(CC1)CCOC2=CC=C(C=C2)C(=O)C3=C(SC4=C3C=CC(=C4)O)C5=CC=C(C=C5)O. Drug 2: C1CC(=O)NC(=O)C1N2CC3=C(C2=O)C=CC=C3N. Cell line: UACC-257. Synergy scores: CSS=-1.18, Synergy_ZIP=2.72, Synergy_Bliss=2.09, Synergy_Loewe=0.729, Synergy_HSA=-1.06. (7) Cell line: HCC-2998. Synergy scores: CSS=11.0, Synergy_ZIP=-10.6, Synergy_Bliss=-6.95, Synergy_Loewe=-18.5, Synergy_HSA=-8.08. Drug 1: CN1C(=O)N2C=NC(=C2N=N1)C(=O)N. Drug 2: N.N.Cl[Pt+2]Cl. (8) Cell line: NCI-H460. Synergy scores: CSS=84.1, Synergy_ZIP=-3.11, Synergy_Bliss=-3.04, Synergy_Loewe=0.333, Synergy_HSA=1.66. Drug 1: C1CN1C2=NC(=NC(=N2)N3CC3)N4CC4. Drug 2: N.N.Cl[Pt+2]Cl. (9) Drug 1: CC12CCC3C(C1CCC2=O)CC(=C)C4=CC(=O)C=CC34C. Drug 2: CCC1(CC2CC(C3=C(CCN(C2)C1)C4=CC=CC=C4N3)(C5=C(C=C6C(=C5)C78CCN9C7C(C=CC9)(C(C(C8N6C=O)(C(=O)OC)O)OC(=O)C)CC)OC)C(=O)OC)O.OS(=O)(=O)O. Cell line: MCF7. Synergy scores: CSS=60.1, Synergy_ZIP=0.158, Synergy_Bliss=-0.658, Synergy_Loewe=-21.4, Synergy_HSA=0.140.